This data is from CYP1A2 inhibition data for predicting drug metabolism from PubChem BioAssay. The task is: Regression/Classification. Given a drug SMILES string, predict its absorption, distribution, metabolism, or excretion properties. Task type varies by dataset: regression for continuous measurements (e.g., permeability, clearance, half-life) or binary classification for categorical outcomes (e.g., BBB penetration, CYP inhibition). Dataset: cyp1a2_veith. (1) The compound is Cc1ccc(-c2nc3c(=O)n(C)c4ccccc4c3o2)cc1. The result is 1 (inhibitor). (2) The molecule is CCOc1nc(N=C(N)N)nc2c(C)cccc12. The result is 1 (inhibitor).